This data is from Forward reaction prediction with 1.9M reactions from USPTO patents (1976-2016). The task is: Predict the product of the given reaction. Given the reactants [Br:1]Br.[Cl:3][C:4]1[CH:12]=[CH:11][C:7]2[S:8][CH:9]=[CH:10][C:6]=2[CH:5]=1.CC([O-])=O.[Na+].OS([O-])=O.[Na+], predict the reaction product. The product is: [Br:1][C:10]1[C:6]2[CH:5]=[C:4]([Cl:3])[CH:12]=[CH:11][C:7]=2[S:8][CH:9]=1.